From a dataset of Catalyst prediction with 721,799 reactions and 888 catalyst types from USPTO. Predict which catalyst facilitates the given reaction. (1) Reactant: [CH3:1][CH:2]1[CH2:7][CH2:6][NH:5][CH2:4][CH2:3]1.C(N(CC)CC)C.[Br:15][C:16]1[CH:17]=[C:18]2[C:23](=[CH:24][CH:25]=1)[N:22]=[C:21](Cl)[CH:20]=[C:19]2[CH3:27]. Product: [Br:15][C:16]1[CH:17]=[C:18]2[C:23](=[CH:24][CH:25]=1)[N:22]=[C:21]([N:5]1[CH2:6][CH2:7][CH:2]([CH3:1])[CH2:3][CH2:4]1)[CH:20]=[C:19]2[CH3:27]. The catalyst class is: 12. (2) The catalyst class is: 6. Reactant: [CH2:1]=[C:2]([C:4]1[N:5]=[N:6][C:7]([N:10]2[CH:14]=[N:13][N:12]=[N:11]2)=[CH:8][CH:9]=1)[CH3:3].C1C(=O)N(Br)C(=[O:18])C1.C(O)(C)(C)C.[OH-].[Na+]. Product: [CH3:1][C:2]1([C:4]2[N:5]=[N:6][C:7]([N:10]3[CH:14]=[N:13][N:12]=[N:11]3)=[CH:8][CH:9]=2)[CH2:3][O:18]1. (3) Reactant: [N+:1]([O-:4])([O-:3])=[O:2].[Ag+:5].[CH2:6]([S:8][CH2:9][CH3:10])[CH3:7]. Product: [N+:1]([O-:4])([O-:3])=[O:2].[Ag+:5].[CH2:6]([S:8][CH2:9][CH3:10])[CH3:7]. The catalyst class is: 10. (4) Reactant: [CH2:1]([O:8][C:9]1[CH:10]=[CH:11][C:12]2[O:16][C:15]([CH2:17]O)=[CH:14][C:13]=2[CH:19]=1)[C:2]1[CH:7]=[CH:6][CH:5]=[CH:4][CH:3]=1.[C:20]1(=[O:30])[NH:24][C:23](=[O:25])[C:22]2=[CH:26][CH:27]=[CH:28][CH:29]=[C:21]12.C1(P(C2C=CC=CC=2)C2C=CC=CC=2)C=CC=CC=1.CCOC(/N=N/C(OCC)=O)=O. Product: [CH2:1]([O:8][C:9]1[CH:10]=[CH:11][C:12]2[O:16][C:15]([CH2:17][N:24]3[C:20](=[O:30])[C:21]4[C:22](=[CH:26][CH:27]=[CH:28][CH:29]=4)[C:23]3=[O:25])=[CH:14][C:13]=2[CH:19]=1)[C:2]1[CH:3]=[CH:4][CH:5]=[CH:6][CH:7]=1. The catalyst class is: 132. (5) Reactant: C([Li])CCC.Br[C:7]1[CH:12]=[CH:11][C:10]([S:13]([NH:16][CH2:17][CH2:18][O:19][CH3:20])(=[O:15])=[O:14])=[CH:9][CH:8]=1.C([O:24][B:25](OC(C)C)[O:26]C(C)C)(C)C. Product: [CH3:20][O:19][CH2:18][CH2:17][NH:16][S:13]([C:10]1[CH:11]=[CH:12][C:7]([B:25]([OH:26])[OH:24])=[CH:8][CH:9]=1)(=[O:15])=[O:14]. The catalyst class is: 1. (6) Reactant: [Cl:1][C:2]1[N:7]=[C:6](Cl)[CH:5]=[CH:4][N:3]=1.[F:9][C:10]1[CH:11]=[CH:12][C:13]([OH:37])=[C:14]([CH:36]=1)[CH2:15][NH:16][C:17]([NH:19][C:20]1[N:24]([C:25]2[CH:30]=[CH:29][C:28]([CH3:31])=[CH:27][CH:26]=2)[N:23]=[C:22]([C:32]([CH3:35])([CH3:34])[CH3:33])[CH:21]=1)=[O:18].[OH-].[Na+].[Cl-].[NH4+]. Product: [Cl:1][C:2]1[N:7]=[C:6]([O:37][C:13]2[CH:12]=[CH:11][C:10]([F:9])=[CH:36][C:14]=2[CH2:15][NH:16][C:17]([NH:19][C:20]2[N:24]([C:25]3[CH:26]=[CH:27][C:28]([CH3:31])=[CH:29][CH:30]=3)[N:23]=[C:22]([C:32]([CH3:34])([CH3:35])[CH3:33])[CH:21]=2)=[O:18])[CH:5]=[CH:4][N:3]=1. The catalyst class is: 3.